Dataset: Peptide-MHC class II binding affinity with 134,281 pairs from IEDB. Task: Regression. Given a peptide amino acid sequence and an MHC pseudo amino acid sequence, predict their binding affinity value. This is MHC class II binding data. (1) The peptide sequence is IHSLRRLYPSVFEKH. The MHC is DRB1_0101 with pseudo-sequence DRB1_0101. The binding affinity (normalized) is 0.830. (2) The MHC is HLA-DPA10103-DPB10401 with pseudo-sequence HLA-DPA10103-DPB10401. The peptide sequence is VRILRRVHHRKYLTD. The binding affinity (normalized) is 0.367. (3) The peptide sequence is YKLGPSPKARSERPA. The MHC is HLA-DPA10103-DPB10401 with pseudo-sequence HLA-DPA10103-DPB10401. The binding affinity (normalized) is 0. (4) The peptide sequence is EKKYFAATQFEPCAA. The MHC is HLA-DQA10301-DQB10302 with pseudo-sequence HLA-DQA10301-DQB10302. The binding affinity (normalized) is 0.449.